The task is: Predict the reactants needed to synthesize the given product.. This data is from Full USPTO retrosynthesis dataset with 1.9M reactions from patents (1976-2016). (1) Given the product [CH2:1]([O:8][C:9]1[CH:10]=[CH:11][C:12]([CH2:15][CH2:16][S:17]([CH:20]([CH2:25][CH2:26][N:27]2[C:32](=[O:33])[C:31]3[CH:34]=[CH:35][CH:36]=[CH:37][C:30]=3[N:29]=[N:28]2)[C:21]([OH:23])=[O:22])(=[O:18])=[O:19])=[CH:13][CH:14]=1)[C:2]1[CH:7]=[CH:6][CH:5]=[CH:4][CH:3]=1, predict the reactants needed to synthesize it. The reactants are: [CH2:1]([O:8][C:9]1[CH:14]=[CH:13][C:12]([CH2:15][CH2:16][S:17]([CH:20]([CH2:25][CH2:26][N:27]2[C:32](=[O:33])[C:31]3[CH:34]=[CH:35][CH:36]=[CH:37][C:30]=3[N:29]=[N:28]2)[C:21]([O:23]C)=[O:22])(=[O:19])=[O:18])=[CH:11][CH:10]=1)[C:2]1[CH:7]=[CH:6][CH:5]=[CH:4][CH:3]=1.CO.[OH-].[Li+].S(=O)(O)[O-].[Na+]. (2) Given the product [NH2:4][C@@:5]1([C:22]([OH:23])=[O:29])[CH2:9][CH2:8][CH2:7][C@H:6]1[CH2:10][CH2:11][CH2:12][B:13]([OH:14])[OH:17], predict the reactants needed to synthesize it. The reactants are: C([NH:4][C@@:5]1([C:22](NC(C)(C)C)=[O:23])[CH2:9][CH2:8][CH2:7][C@H:6]1[CH2:10][CH2:11][CH2:12][B:13]1[O:17]C(C)(C)C(C)(C)[O:14]1)(=O)C.[OH2:29].